Dataset: Catalyst prediction with 721,799 reactions and 888 catalyst types from USPTO. Task: Predict which catalyst facilitates the given reaction. (1) Reactant: [H-].[Na+].[CH2:3]([O:10][C:11]1[CH:12]=[C:13]2[C:17](=[CH:18][CH:19]=1)[NH:16][CH:15]=[CH:14]2)[C:4]1[CH:9]=[CH:8][CH:7]=[CH:6][CH:5]=1.O.[C:21]([O:24][CH2:25]C)(=[O:23])[CH3:22]. Product: [C:4]1([CH2:3][O:10][C:11]2[CH:12]=[C:13]3[C:17](=[CH:18][CH:19]=2)[N:16]([CH2:9][C:4]2[CH:3]=[C:22]([CH:7]=[CH:6][CH:5]=2)[C:21]([O:24][CH3:25])=[O:23])[CH:15]=[CH:14]3)[CH:5]=[CH:6][CH:7]=[CH:8][CH:9]=1. The catalyst class is: 9. (2) Reactant: [O-][CH2:2]CCC.[K+].C[C:8]1[CH:13]=[CH:12][C:11]([NH:14][C:15]2[N:20]=[C:19]([C:21]3[CH:22]=[N:23][CH:24]=[CH:25][CH:26]=3)[CH:18]=[CH:17][N:16]=2)=[CH:10][C:9]=1[NH2:27].C([O:31][C:32](=O)[C:33]1[CH:38]=[CH:37][C:36]([CH2:39][N:40]2[CH2:45][CH2:44][N:43]([CH3:46])[CH2:42][CH2:41]2)=[CH:35][CH:34]=1)CC. Product: [CH3:2][C:12]1[CH:13]=[CH:8][C:9]([NH:27][C:32]([C:33]2[CH:38]=[CH:37][C:36]([CH2:39][N:40]3[CH2:41][CH2:42][N:43]([CH3:46])[CH2:44][CH2:45]3)=[CH:35][CH:34]=2)=[O:31])=[CH:10][C:11]=1[NH:14][C:15]1[N:16]=[CH:17][CH:18]=[C:19]([C:21]2[CH:26]=[CH:25][CH:24]=[N:23][CH:22]=2)[N:20]=1. The catalyst class is: 111. (3) Reactant: [CH3:1][O:2][C:3]1[S:4][C:5]([CH2:8][CH2:9][C:10]2[NH:14][N:13]=[C:12]([NH2:15])[CH:11]=2)=[CH:6][N:7]=1.Cl[C:17]1[CH:22]=[CH:21][N:20]=[C:19]([NH:23][CH2:24][C:25]2[O:29][N:28]=[C:27]([CH3:30])[CH:26]=2)[N:18]=1. Product: [CH3:1][O:2][C:3]1[S:4][C:5]([CH2:8][CH2:9][C:10]2[NH:14][N:13]=[C:12]([NH:15][C:17]3[CH:22]=[CH:21][N:20]=[C:19]([NH:23][CH2:24][C:25]4[O:29][N:28]=[C:27]([CH3:30])[CH:26]=4)[N:18]=3)[CH:11]=2)=[CH:6][N:7]=1. The catalyst class is: 8. (4) Reactant: Br[CH2:2][C:3]1[CH:8]=[CH:7][C:6]([C:9]2[CH:13]=[C:12]([C:14]([NH2:16])=[O:15])[O:11][N:10]=2)=[CH:5][CH:4]=1.[Cl:17][C:18]1[CH:19]=[CH:20][C:21]([CH3:25])=[C:22]([OH:24])[CH:23]=1.C([O-])([O-])=O.[K+].[K+]. Product: [Cl:17][C:18]1[CH:19]=[CH:20][C:21]([CH3:25])=[C:22]([CH:23]=1)[O:24][CH2:2][C:3]1[CH:8]=[CH:7][C:6]([C:9]2[CH:13]=[C:12]([C:14]([NH2:16])=[O:15])[O:11][N:10]=2)=[CH:5][CH:4]=1. The catalyst class is: 23.